From a dataset of Full USPTO retrosynthesis dataset with 1.9M reactions from patents (1976-2016). Predict the reactants needed to synthesize the given product. (1) The reactants are: [CH:1]([C:4]1[CH:9]=[CH:8][CH:7]=[CH:6][C:5]=1[NH:10]N)([CH3:3])[CH3:2].Cl.[CH3:13][C:14]([CH3:16])=O. Given the product [CH:1]([C:4]1[CH:9]=[CH:8][CH:7]=[C:6]2[C:5]=1[NH:10][C:14]([CH3:16])=[CH:13]2)([CH3:3])[CH3:2], predict the reactants needed to synthesize it. (2) Given the product [CH2:11]([O:13][C:14](=[O:34])[C:15]1[CH:20]=[C:19]([N:21]2[C:25]([CH3:26])=[CH:24][CH:23]=[C:22]2[C:27]2[CH:32]=[CH:31][CH:30]=[CH:29][C:28]=2[O:33][CH2:4][C:3]2[CH:6]=[CH:7][C:8]([F:10])=[CH:9][C:2]=2[F:1])[CH:18]=[N:17][CH:16]=1)[CH3:12], predict the reactants needed to synthesize it. The reactants are: [F:1][C:2]1[CH:9]=[C:8]([F:10])[CH:7]=[CH:6][C:3]=1[CH2:4]Br.[CH2:11]([O:13][C:14](=[O:34])[C:15]1[CH:20]=[C:19]([N:21]2[C:25]([CH3:26])=[CH:24][CH:23]=[C:22]2[C:27]2[CH:32]=[CH:31][CH:30]=[CH:29][C:28]=2[OH:33])[CH:18]=[N:17][CH:16]=1)[CH3:12].C([O-])([O-])=O.[K+].[K+]. (3) Given the product [O:32]=[C:9]1[N:8]([C@H:4]([CH2:5][CH2:6][CH3:7])[C:3]([OH:33])=[O:2])[C:17](=[O:18])[C:16]2[C:11](=[CH:12][CH:13]=[CH:14][CH:15]=2)[N:10]1[CH2:19][C:20]1[C:28]2[C:23](=[CH:24][C:25]([CH3:30])=[CH:26][C:27]=2[CH3:29])[N:22]([CH3:31])[CH:21]=1, predict the reactants needed to synthesize it. The reactants are: C[O:2][C:3](=[O:33])[C@H:4]([N:8]1[C:17](=[O:18])[C:16]2[C:11](=[CH:12][CH:13]=[CH:14][CH:15]=2)[N:10]([CH2:19][C:20]2[C:28]3[C:23](=[CH:24][C:25]([CH3:30])=[CH:26][C:27]=3[CH3:29])[N:22]([CH3:31])[CH:21]=2)[C:9]1=[O:32])[CH2:5][CH2:6][CH3:7].[Li+].[OH-]. (4) Given the product [Cl:10][C:4]1[CH:3]=[C:2]([C:14]2[CH:15]=[C:16]([O:18][CH3:19])[CH:17]=[C:12]([Cl:11])[CH:13]=2)[CH:8]=[C:7]([F:9])[C:5]=1[NH2:6], predict the reactants needed to synthesize it. The reactants are: Br[C:2]1[CH:8]=[C:7]([F:9])[C:5]([NH2:6])=[C:4]([Cl:10])[CH:3]=1.[Cl:11][C:12]1[CH:13]=[C:14](B(O)O)[CH:15]=[C:16]([O:18][CH3:19])[CH:17]=1. (5) Given the product [CH2:1]([O:3][C:4]([C:6]1[CH:7]=[N:8][N:9]2[C:14]([C:15]3[CH:20]=[CH:19][CH:18]=[C:17]([NH2:21])[CH:16]=3)=[CH:13][CH:12]=[N:11][C:10]=12)=[O:5])[CH3:2], predict the reactants needed to synthesize it. The reactants are: [CH2:1]([O:3][C:4]([C:6]1[CH:7]=[N:8][N:9]2[C:14]([C:15]3[CH:20]=[CH:19][CH:18]=[C:17]([N+:21]([O-])=O)[CH:16]=3)=[CH:13][CH:12]=[N:11][C:10]=12)=[O:5])[CH3:2].[Cl-].[NH4+]. (6) Given the product [C:10]1([CH:8]([N:4]2[CH:5]=[N:6][C:2]([NH2:1])=[N:3]2)[CH3:9])[CH:15]=[CH:14][CH:13]=[CH:12][CH:11]=1, predict the reactants needed to synthesize it. The reactants are: [NH2:1][C:2]1[N:6]=[CH:5][NH:4][N:3]=1.Br[CH:8]([C:10]1[CH:15]=[CH:14][CH:13]=[CH:12][CH:11]=1)[CH3:9]. (7) Given the product [NH2:1][C:2]1[C:7]2[C:8](=[O:32])[N:9]([C:13]3[CH:14]=[CH:15][C:16]([CH:19]4[CH2:20][CH2:21][NH:22][CH2:23][CH2:24]4)=[CH:17][CH:18]=3)[CH2:10][CH2:11][O:12][C:6]=2[N:5]=[CH:4][N:3]=1, predict the reactants needed to synthesize it. The reactants are: [NH2:1][C:2]1[C:7]2[C:8](=[O:32])[N:9]([C:13]3[CH:18]=[CH:17][C:16]([CH:19]4[CH2:24][CH2:23][N:22](C(OCCCC)=O)[CH2:21][CH2:20]4)=[CH:15][CH:14]=3)[CH2:10][CH2:11][O:12][C:6]=2[N:5]=[CH:4][N:3]=1.FC(F)(F)C(O)=O. (8) Given the product [O:10]([CH:18]1[CH2:23][CH2:22][N:21]([C:2]2[CH:9]=[CH:8][C:5]([C:6]#[N:7])=[CH:4][CH:3]=2)[CH2:20][CH2:19]1)[Si:11]([C:14]([CH3:17])([CH3:16])[CH3:15])([CH3:13])[CH3:12], predict the reactants needed to synthesize it. The reactants are: Br[C:2]1[CH:9]=[CH:8][C:5]([C:6]#[N:7])=[CH:4][CH:3]=1.[O:10]([CH:18]1[CH2:23][CH2:22][NH:21][CH2:20][CH2:19]1)[Si:11]([C:14]([CH3:17])([CH3:16])[CH3:15])([CH3:13])[CH3:12].CC(C)([O-])C.[Na+].C(OCC)(=O)C. (9) Given the product [Si:19]([O:26][CH:27]1[CH2:28][CH2:29][N:30]([C:4]2[N:3]=[C:2]([Cl:1])[N:7]=[C:6]([NH:8][C@H:9]([C:11]3[CH:16]=[CH:15][C:14]([F:17])=[CH:13][N:12]=3)[CH3:10])[CH:5]=2)[CH2:31][CH2:32]1)([C:22]([CH3:25])([CH3:24])[CH3:23])([CH3:21])[CH3:20], predict the reactants needed to synthesize it. The reactants are: [Cl:1][C:2]1[N:7]=[C:6]([NH:8][C@H:9]([C:11]2[CH:16]=[CH:15][C:14]([F:17])=[CH:13][N:12]=2)[CH3:10])[CH:5]=[C:4](Cl)[N:3]=1.[Si:19]([O:26][CH:27]1[CH2:32][CH2:31][NH:30][CH2:29][CH2:28]1)([C:22]([CH3:25])([CH3:24])[CH3:23])([CH3:21])[CH3:20].C(=O)([O-])[O-].[Cs+].[Cs+].O. (10) Given the product [CH3:1][O:2][C:3]([C:5]1[S:6][C:7]([CH2:11][Br:19])=[CH:8][C:9]=1[Cl:10])=[O:4], predict the reactants needed to synthesize it. The reactants are: [CH3:1][O:2][C:3]([C:5]1[S:6][C:7]([CH3:11])=[CH:8][C:9]=1[Cl:10])=[O:4].C1C(=O)N([Br:19])C(=O)C1.